This data is from NCI-60 drug combinations with 297,098 pairs across 59 cell lines. The task is: Regression. Given two drug SMILES strings and cell line genomic features, predict the synergy score measuring deviation from expected non-interaction effect. (1) Drug 1: CC12CCC(CC1=CCC3C2CCC4(C3CC=C4C5=CN=CC=C5)C)O. Drug 2: C1=CN(C=N1)CC(O)(P(=O)(O)O)P(=O)(O)O. Cell line: NCI-H226. Synergy scores: CSS=3.68, Synergy_ZIP=-0.894, Synergy_Bliss=0.451, Synergy_Loewe=-4.69, Synergy_HSA=0.0233. (2) Drug 1: CC1=C(C=C(C=C1)C(=O)NC2=CC(=CC(=C2)C(F)(F)F)N3C=C(N=C3)C)NC4=NC=CC(=N4)C5=CN=CC=C5. Drug 2: CC1=C(C(=O)C2=C(C1=O)N3CC4C(C3(C2COC(=O)N)OC)N4)N. Cell line: UO-31. Synergy scores: CSS=2.20, Synergy_ZIP=0.746, Synergy_Bliss=0.790, Synergy_Loewe=-11.9, Synergy_HSA=-5.65. (3) Drug 1: C1=CN(C(=O)N=C1N)C2C(C(C(O2)CO)O)O.Cl. Drug 2: CC12CCC3C(C1CCC2O)C(CC4=C3C=CC(=C4)O)CCCCCCCCCS(=O)CCCC(C(F)(F)F)(F)F. Cell line: NCI-H226. Synergy scores: CSS=2.15, Synergy_ZIP=0.661, Synergy_Bliss=-0.400, Synergy_Loewe=-7.05, Synergy_HSA=-6.88. (4) Drug 1: C1=CC(=C2C(=C1NCCNCCO)C(=O)C3=C(C=CC(=C3C2=O)O)O)NCCNCCO. Drug 2: CC(C)CN1C=NC2=C1C3=CC=CC=C3N=C2N. Cell line: A498. Synergy scores: CSS=36.7, Synergy_ZIP=5.78, Synergy_Bliss=6.06, Synergy_Loewe=-10.9, Synergy_HSA=4.83. (5) Drug 1: C1=CC(=CC=C1C#N)C(C2=CC=C(C=C2)C#N)N3C=NC=N3. Drug 2: CCC(=C(C1=CC=CC=C1)C2=CC=C(C=C2)OCCN(C)C)C3=CC=CC=C3.C(C(=O)O)C(CC(=O)O)(C(=O)O)O. Cell line: T-47D. Synergy scores: CSS=18.7, Synergy_ZIP=-3.16, Synergy_Bliss=-3.26, Synergy_Loewe=0.306, Synergy_HSA=0.549. (6) Drug 1: CCC1=CC2CC(C3=C(CN(C2)C1)C4=CC=CC=C4N3)(C5=C(C=C6C(=C5)C78CCN9C7C(C=CC9)(C(C(C8N6C)(C(=O)OC)O)OC(=O)C)CC)OC)C(=O)OC.C(C(C(=O)O)O)(C(=O)O)O. Drug 2: CN1C(=O)N2C=NC(=C2N=N1)C(=O)N. Cell line: MALME-3M. Synergy scores: CSS=34.9, Synergy_ZIP=5.00, Synergy_Bliss=6.33, Synergy_Loewe=-27.5, Synergy_HSA=3.58. (7) Drug 1: CC(CN1CC(=O)NC(=O)C1)N2CC(=O)NC(=O)C2. Drug 2: CC(C)CN1C=NC2=C1C3=CC=CC=C3N=C2N. Cell line: M14. Synergy scores: CSS=11.2, Synergy_ZIP=-2.20, Synergy_Bliss=2.44, Synergy_Loewe=0.966, Synergy_HSA=0.737. (8) Drug 1: C1CN1C2=NC(=NC(=N2)N3CC3)N4CC4. Drug 2: CN(CC1=CN=C2C(=N1)C(=NC(=N2)N)N)C3=CC=C(C=C3)C(=O)NC(CCC(=O)O)C(=O)O. Cell line: HT29. Synergy scores: CSS=60.7, Synergy_ZIP=-0.585, Synergy_Bliss=-2.95, Synergy_Loewe=-3.66, Synergy_HSA=-1.46. (9) Drug 1: CC1=C(C=C(C=C1)NC(=O)C2=CC=C(C=C2)CN3CCN(CC3)C)NC4=NC=CC(=N4)C5=CN=CC=C5. Drug 2: C(CN)CNCCSP(=O)(O)O. Cell line: DU-145. Synergy scores: CSS=-3.47, Synergy_ZIP=3.94, Synergy_Bliss=1.65, Synergy_Loewe=-6.61, Synergy_HSA=-6.78. (10) Drug 1: CC1=C(C(=CC=C1)Cl)NC(=O)C2=CN=C(S2)NC3=CC(=NC(=N3)C)N4CCN(CC4)CCO. Drug 2: C1CN(CCN1C(=O)CCBr)C(=O)CCBr. Cell line: IGROV1. Synergy scores: CSS=28.7, Synergy_ZIP=-4.38, Synergy_Bliss=-1.49, Synergy_Loewe=-6.87, Synergy_HSA=2.64.